From a dataset of Peptide-MHC class I binding affinity with 185,985 pairs from IEDB/IMGT. Regression. Given a peptide amino acid sequence and an MHC pseudo amino acid sequence, predict their binding affinity value. This is MHC class I binding data. (1) The peptide sequence is AHSTIMPRL. The MHC is HLA-A69:01 with pseudo-sequence HLA-A69:01. The binding affinity (normalized) is 0.379. (2) The peptide sequence is YELDLWGKI. The MHC is HLA-A11:01 with pseudo-sequence HLA-A11:01. The binding affinity (normalized) is 0.0847. (3) The peptide sequence is TLKGMSYVM. The MHC is HLA-B15:01 with pseudo-sequence HLA-B15:01. The binding affinity (normalized) is 0.735. (4) The peptide sequence is TRQQTSFPF. The MHC is HLA-A23:01 with pseudo-sequence HLA-A23:01. The binding affinity (normalized) is 0.502. (5) The peptide sequence is NILVAGNLI. The MHC is HLA-A69:01 with pseudo-sequence HLA-A69:01. The binding affinity (normalized) is 0.616.